Dataset: Full USPTO retrosynthesis dataset with 1.9M reactions from patents (1976-2016). Task: Predict the reactants needed to synthesize the given product. (1) The reactants are: [C:1]([C:3]1[CH:4]=[N:5][CH:6]=[CH:7][CH:8]=1)#[N:2].P([O-])([O-])([O-])=[O:10].[K+].[K+].[K+]. Given the product [C:1]([NH2:2])(=[O:10])[C:3]1[CH:8]=[CH:7][CH:6]=[N:5][CH:4]=1, predict the reactants needed to synthesize it. (2) The reactants are: [F:1][C:2]1[CH:3]=[C:4]([OH:9])[CH:5]=[C:6]([F:8])[CH:7]=1.[N+:10]([O-])([OH:12])=[O:11]. Given the product [N+:10]([C:7]1[C:2]([F:1])=[CH:3][C:4]([OH:9])=[CH:5][C:6]=1[F:8])([O-:12])=[O:11], predict the reactants needed to synthesize it. (3) Given the product [Br:34][C:35]1[CH:36]=[C:37]2[C:42](=[CH:43][CH:44]=1)[N:41]=[CH:40][N:39]=[C:38]2[N:23]1[CH2:24][CH2:25][CH:20]([CH2:19][N:11]2[CH2:12][C:13]3[CH:18]=[CH:17][CH:16]=[N:15][C:14]=3[N:9]([C:7]3[CH:6]=[CH:5][N:4]=[C:3]([C:1]#[N:2])[CH:8]=3)[C:10]2=[O:33])[CH2:21][CH2:22]1, predict the reactants needed to synthesize it. The reactants are: [C:1]([C:3]1[CH:8]=[C:7]([N:9]2[C:14]3[N:15]=[CH:16][CH:17]=[CH:18][C:13]=3[CH2:12][N:11]([CH2:19][CH:20]3[CH2:25][CH2:24][N:23](C(OC(C)(C)C)=O)[CH2:22][CH2:21]3)[C:10]2=[O:33])[CH:6]=[CH:5][N:4]=1)#[N:2].[Br:34][C:35]1[CH:36]=[C:37]2[C:42](=[CH:43][CH:44]=1)[N:41]=[CH:40][N:39]=[C:38]2Cl. (4) Given the product [CH2:1]([O:3][P:4]([CH2:9][O:10][CH2:15][C:13]([CH2:12][Cl:11])=[CH2:14])(=[O:8])[O:5][CH2:6][CH3:7])[CH3:2], predict the reactants needed to synthesize it. The reactants are: [CH2:1]([O:3][P:4]([CH2:9][OH:10])(=[O:8])[O:5][CH2:6][CH3:7])[CH3:2].[Cl:11][CH2:12][C:13]([CH2:15]Cl)=[CH2:14].[I+].C([N+](CCCC)(CCCC)CCCC)CCC.[Cl-].[NH4+]. (5) Given the product [CH2:31]([O:30][C:24]1[CH:23]=[C:22]([CH:16]([N:9]2[C:8](=[O:33])[C:7]3[C:11](=[CH:12][CH:13]=[CH:14][C:6]=3[NH:5][S:2]([CH3:1])(=[O:3])=[O:4])[C:10]2=[O:15])[CH2:17][S:18]([CH3:21])(=[O:19])=[O:20])[CH:27]=[CH:26][C:25]=1[O:28][CH3:29])[CH3:32], predict the reactants needed to synthesize it. The reactants are: [CH3:1][S:2]([N:5](S(C)(=O)=O)[C:6]1[CH:14]=[CH:13][CH:12]=[C:11]2[C:7]=1[C:8](=[O:33])[N:9]([CH:16]([C:22]1[CH:27]=[CH:26][C:25]([O:28][CH3:29])=[C:24]([O:30][CH2:31][CH3:32])[CH:23]=1)[CH2:17][S:18]([CH3:21])(=[O:20])=[O:19])[C:10]2=[O:15])(=[O:4])=[O:3].[OH-].[Na+].Cl. (6) Given the product [Br:36][C:27]1[CH:28]=[CH:29][C:24]([N:23]([C:20]2[CH:21]=[CH:22][C:17]([C:14]3[CH:15]=[CH:16][C:11]([C:1]4[C:10]5[C:5](=[CH:6][CH:7]=[CH:8][CH:9]=5)[CH:4]=[CH:3][CH:2]=4)=[CH:12][CH:13]=3)=[CH:18][CH:19]=2)[C:30]2[CH:35]=[CH:34][CH:33]=[CH:32][CH:31]=2)=[CH:25][CH:26]=1, predict the reactants needed to synthesize it. The reactants are: [C:1]1([C:11]2[CH:16]=[CH:15][C:14]([C:17]3[CH:22]=[CH:21][C:20]([N:23]([C:30]4[CH:35]=[CH:34][CH:33]=[CH:32][CH:31]=4)[C:24]4[CH:29]=[CH:28][CH:27]=[CH:26][CH:25]=4)=[CH:19][CH:18]=3)=[CH:13][CH:12]=2)[C:10]2[C:5](=[CH:6][CH:7]=[CH:8][CH:9]=2)[CH:4]=[CH:3][CH:2]=1.[Br:36]N1C(=O)CCC1=O. (7) Given the product [Cl:10][C:9]1[CH:8]=[CH:7][C:4](/[CH:5]=[CH:14]/[N+:11]([O-:13])=[O:12])=[CH:3][C:2]=1[Cl:1], predict the reactants needed to synthesize it. The reactants are: [Cl:1][C:2]1[CH:3]=[C:4]([CH:7]=[CH:8][C:9]=1[Cl:10])[CH:5]=O.[N+:11]([CH3:14])([O-:13])=[O:12].[OH-].[Na+].